Dataset: Reaction yield outcomes from USPTO patents with 853,638 reactions. Task: Predict the reaction yield, written as a fraction of the theoretical maximum amount of product (1.0 means a 100% yield; for example, 0.34 means a 34% yield). (1) The reactants are C([N:3]([CH2:14][CH3:15])[C:4](=[O:13])[C:5]1[CH:10]=[CH:9][CH:8]=[C:7]([CH3:11])[C:6]=1[CH3:12])C.[N:16]1([CH2:21]CC#N)[CH2:20][CH2:19][CH2:18][CH2:17]1. No catalyst specified. The product is [CH3:11][C:7]1[CH:8]=[CH:9][CH:10]=[C:5]2[C:6]=1[CH:12]=[C:14]([CH2:15][CH2:21][N:16]1[CH2:20][CH2:19][CH2:18][CH2:17]1)[NH:3][C:4]2=[O:13]. The yield is 0.00400. (2) The reactants are [CH2:1]([CH:4]1[O:6][CH:5]1[C:7]([OH:9])=O)[CH2:2][CH3:3].CN1CCOCC1.ClC(OCC(C)C)=O.[CH:25]1([NH2:28])[CH2:27][CH2:26]1.[OH-].[Na+]. The catalyst is C(OC(C)C)(=O)C. The product is [CH:25]1([NH:28][C:7]([CH:5]2[CH:4]([CH2:1][CH2:2][CH3:3])[O:6]2)=[O:9])[CH2:27][CH2:26]1. The yield is 0.750.